From a dataset of Full USPTO retrosynthesis dataset with 1.9M reactions from patents (1976-2016). Predict the reactants needed to synthesize the given product. (1) Given the product [F:6][C:7]1[CH:12]=[CH:11][C:10]([C:13](=[O:15])[CH2:14][C:16](=[O:22])[C:17]([O:19][CH2:20][CH3:21])=[O:18])=[CH:9][CH:8]=1, predict the reactants needed to synthesize it. The reactants are: O1C=CC=N1.[F:6][C:7]1[CH:12]=[CH:11][C:10]([C:13](=[O:15])[CH3:14])=[CH:9][CH:8]=1.[C:16](OCC)(=[O:22])[C:17]([O:19][CH2:20][CH3:21])=[O:18]. (2) The reactants are: C([NH:4][C:5]1[CH:9]=[C:8]([Cl:10])[N:7]([C:11]2[CH:16]=[CH:15][C:14]([Br:17])=[CH:13][CH:12]=2)[C:6]=1[C:18]([O:20][CH2:21][CH3:22])=[O:19])(=O)C.Cl. Given the product [ClH:10].[NH2:4][C:5]1[CH:9]=[C:8]([Cl:10])[N:7]([C:11]2[CH:12]=[CH:13][C:14]([Br:17])=[CH:15][CH:16]=2)[C:6]=1[C:18]([O:20][CH2:21][CH3:22])=[O:19], predict the reactants needed to synthesize it. (3) Given the product [Cl:1][C:2]1[N:7]=[C:6]([NH:19][CH:13]2[CH2:18][CH2:17][CH2:16][CH2:15][CH2:14]2)[N:5]=[C:4]([NH:9][CH2:10][C:11]#[CH:12])[N:3]=1, predict the reactants needed to synthesize it. The reactants are: [Cl:1][C:2]1[N:7]=[C:6](Cl)[N:5]=[C:4]([NH:9][CH2:10][C:11]#[CH:12])[N:3]=1.[CH:13]1([NH2:19])[CH2:18][CH2:17][CH2:16][CH2:15][CH2:14]1.ClC1N=C(NC(C)C)N=C(NCC#C)N=1. (4) Given the product [CH2:1]([O:8][CH:9]([C:16]1[CH:17]=[C:18]2[C:22](=[CH:23][CH:24]=1)[N:21]([C:25]1[CH:30]=[CH:29][C:28]([F:31])=[CH:27][CH:26]=1)[N:20]=[CH:19]2)[C:10]([CH3:14])([CH3:15])[C:11]([NH:37][C:33]1[S:32][CH:36]=[N:35][N:34]=1)=[O:12])[C:2]1[CH:3]=[CH:4][CH:5]=[CH:6][CH:7]=1, predict the reactants needed to synthesize it. The reactants are: [CH2:1]([O:8][CH:9]([C:16]1[CH:17]=[C:18]2[C:22](=[CH:23][CH:24]=1)[N:21]([C:25]1[CH:30]=[CH:29][C:28]([F:31])=[CH:27][CH:26]=1)[N:20]=[CH:19]2)[C:10]([CH3:15])([CH3:14])[C:11](O)=[O:12])[C:2]1[CH:7]=[CH:6][CH:5]=[CH:4][CH:3]=1.[S:32]1[CH:36]=[N:35][N:34]=[C:33]1[NH2:37]. (5) Given the product [NH2:10][C:4]1[N:3]=[C:2]([C:13]#[N:14])[CH:7]=[C:6]([O:8][CH3:9])[N:5]=1, predict the reactants needed to synthesize it. The reactants are: Cl[C:2]1[CH:7]=[C:6]([O:8][CH3:9])[N:5]=[C:4]([N:10](C)C)[N:3]=1.[CH3:13][N:14](C=O)C.